Dataset: Forward reaction prediction with 1.9M reactions from USPTO patents (1976-2016). Task: Predict the product of the given reaction. (1) Given the reactants [C:1]([O:5][C:6]([NH:8][C@:9]1([C:14]([O:16]CC)=[O:15])[CH2:11][C@H:10]1[CH:12]=[CH2:13])=[O:7])([CH3:4])([CH3:3])[CH3:2].[N+](=[CH2:21])=[N-], predict the reaction product. The product is: [C:1]([O:5][C:6]([NH:8][C@:9]1([C:14]([OH:16])=[O:15])[CH2:11][C@H:10]1[CH:12]1[CH2:13][CH2:21]1)=[O:7])([CH3:2])([CH3:3])[CH3:4]. (2) Given the reactants Br[C:2]1[CH:12]=[C:11]([F:13])[C:10]([O:14][CH2:15][CH3:16])=[CH:9][C:3]=1[C:4]([O:6][CH2:7][CH3:8])=[O:5].[CH:17]1(B(O)O)[CH2:19][CH2:18]1, predict the reaction product. The product is: [CH:17]1([C:2]2[CH:12]=[C:11]([F:13])[C:10]([O:14][CH2:15][CH3:16])=[CH:9][C:3]=2[C:4]([O:6][CH2:7][CH3:8])=[O:5])[CH2:19][CH2:18]1. (3) Given the reactants [C:1]1([C:7]2[C:8]([CH2:16]O)=[CH:9][N:10]3[C:15]=2[CH:14]=[CH:13][CH:12]=[CH:11]3)[CH:6]=[CH:5][CH:4]=[CH:3][CH:2]=1.[N:18]1[C:26]([NH2:27])=[C:25]2[C:21]([N:22]=[CH:23][NH:24]2)=[N:20][CH:19]=1.C1C=CC(P(C2C=CC=CC=2)C2C=CC=CC=2)=CC=1.CC(OC(/N=N/C(OC(C)C)=O)=O)C, predict the reaction product. The product is: [C:1]1([C:7]2[C:8]([CH2:16][N:22]3[CH:23]=[N:24][C:25]4[C:21]3=[N:20][CH:19]=[N:18][C:26]=4[NH2:27])=[CH:9][N:10]3[C:15]=2[CH:14]=[CH:13][CH:12]=[CH:11]3)[CH:6]=[CH:5][CH:4]=[CH:3][CH:2]=1. (4) Given the reactants [C:1]1([C:21]2[CH:26]=[CH:25][CH:24]=[CH:23][CH:22]=2)[CH:6]=[CH:5][C:4]([CH2:7][C:8]2[C:12]3[NH:13][C:14]([C:16]([O:18]CC)=[O:17])=[CH:15][C:11]=3[CH2:10][CH:9]=2)=[CH:3][CH:2]=1.[OH-].[Na+], predict the reaction product. The product is: [C:1]1([C:21]2[CH:26]=[CH:25][CH:24]=[CH:23][CH:22]=2)[CH:2]=[CH:3][C:4]([CH2:7][CH:8]2[C:12]3[NH:13][C:14]([C:16]([OH:18])=[O:17])=[CH:15][C:11]=3[CH2:10][CH2:9]2)=[CH:5][CH:6]=1. (5) Given the reactants Br[CH:2]([CH3:34])[C:3]([NH:5][C:6]1[CH:14]=[CH:13][CH:12]=[C:11]2[C:7]=1[C:8](=[O:33])[N:9]([CH:16]([C:22]1[CH:27]=[CH:26][C:25]([O:28][CH3:29])=[C:24]([O:30][CH2:31][CH3:32])[CH:23]=1)[CH2:17][S:18]([CH3:21])(=[O:20])=[O:19])[C:10]2=[O:15])=[O:4].[CH3:35][NH:36][CH3:37].CO.[ClH:40].CCOCC, predict the reaction product. The product is: [CH3:35][N:36]([CH3:37])[CH:2]([CH3:34])[C:3]([NH:5][C:6]1[CH:14]=[CH:13][CH:12]=[C:11]2[C:7]=1[C:8](=[O:33])[N:9]([CH:16]([C:22]1[CH:27]=[CH:26][C:25]([O:28][CH3:29])=[C:24]([O:30][CH2:31][CH3:32])[CH:23]=1)[CH2:17][S:18]([CH3:21])(=[O:20])=[O:19])[C:10]2=[O:15])=[O:4].[ClH:40]. (6) Given the reactants [Cl:1][C:2]1[C:7](NC)=[CH:6][CH:5]=[CH:4][N:3]=1.[CH:10]([NH:13]C(C)C)(C)C.[Li].[C:18]1([CH2:24][O:25][CH2:26][CH:27]2[CH2:29][O:28]2)[CH:23]=[CH:22][CH:21]=[CH:20][CH:19]=1.[NH4+].[Cl-], predict the reaction product. The product is: [Cl:1][C:2]1[C:7]([CH2:10][NH:13][CH2:29][CH:27]([OH:28])[CH2:26][O:25][CH2:24][C:18]2[CH:23]=[CH:22][CH:21]=[CH:20][CH:19]=2)=[CH:6][CH:5]=[CH:4][N:3]=1. (7) Given the reactants [F:1][C:2]1[C:7]([O:8][CH2:9][CH2:10][N:11]2[CH2:16][CH2:15][CH2:14][CH2:13][CH2:12]2)=[CH:6][C:5]([NH2:17])=[C:4]([N+:18]([O-])=O)[CH:3]=1.[H][H], predict the reaction product. The product is: [F:1][C:2]1[CH:3]=[C:4]([NH2:18])[C:5]([NH2:17])=[CH:6][C:7]=1[O:8][CH2:9][CH2:10][N:11]1[CH2:16][CH2:15][CH2:14][CH2:13][CH2:12]1.